Dataset: Full USPTO retrosynthesis dataset with 1.9M reactions from patents (1976-2016). Task: Predict the reactants needed to synthesize the given product. (1) Given the product [C:1]1([N:7]=[C:8]([Cl:21])[CH:9]=[CH:10][S:11][C:12]2[CH:17]=[CH:16][CH:15]=[CH:14][CH:13]=2)[CH:6]=[CH:5][CH:4]=[CH:3][CH:2]=1, predict the reactants needed to synthesize it. The reactants are: [C:1]1([NH:7][C:8](=O)[CH:9]=[CH:10][S:11][C:12]2[CH:17]=[CH:16][CH:15]=[CH:14][CH:13]=2)[CH:6]=[CH:5][CH:4]=[CH:3][CH:2]=1.S(Cl)([Cl:21])=O. (2) Given the product [Cl:2][C:3]1[CH:8]=[CH:7][CH:6]=[C:5]([Cl:9])[C:4]=1[C:15]1[CH:16]=[CH:17][CH:18]=[CH:19][C:14]=1[O:13][CH3:12], predict the reactants needed to synthesize it. The reactants are: [Br-].[Cl:2][C:3]1[CH:8]=[CH:7][CH:6]=[C:5]([Cl:9])[CH:4]=1.[OH-].[Na+].[CH3:12][O:13][C:14]1[CH:19]=[CH:18][CH:17]=[CH:16][C:15]=1B(O)O. (3) Given the product [Cl:1][C:2]1[CH:3]=[CH:4][C:5]([O:16][CH2:17][C:18]2[CH:19]=[CH:20][CH:21]=[CH:22][CH:23]=2)=[C:6]([CH2:8][N:9]2[C:13]([CH3:14])=[CH:12][C:11]([NH:15][C:30]([C:25]3[CH:26]=[CH:27][CH:28]=[CH:29][N:24]=3)=[O:31])=[N:10]2)[CH:7]=1, predict the reactants needed to synthesize it. The reactants are: [Cl:1][C:2]1[CH:3]=[CH:4][C:5]([O:16][CH2:17][C:18]2[CH:23]=[CH:22][CH:21]=[CH:20][CH:19]=2)=[C:6]([CH2:8][N:9]2[C:13]([CH3:14])=[CH:12][C:11]([NH2:15])=[N:10]2)[CH:7]=1.[N:24]1[CH:29]=[CH:28][CH:27]=[CH:26][C:25]=1[C:30](O)=[O:31].ON1C2C=CC=CC=2N=N1.CN(C)CCCN=C=NCC. (4) Given the product [CH3:34][O:35][CH2:36][CH2:37][N:38]1[CH2:43][CH2:42][N:41]([CH2:2][CH2:3][CH2:4][C:5]2[S:9][C:8]([C:10]3[CH:15]=[CH:14][CH:13]=[CH:12][CH:11]=3)=[N:7][C:6]=2[C:16]([NH:18][C:19]2[CH:24]=[CH:23][CH:22]=[CH:21][C:20]=2[C:25]2[S:26][C:27]3[C:32]([N:33]=2)=[CH:31][CH:30]=[CH:29][N:28]=3)=[O:17])[CH2:40][CH2:39]1, predict the reactants needed to synthesize it. The reactants are: Cl[CH2:2][CH2:3][CH2:4][C:5]1[S:9][C:8]([C:10]2[CH:15]=[CH:14][CH:13]=[CH:12][CH:11]=2)=[N:7][C:6]=1[C:16]([NH:18][C:19]1[CH:24]=[CH:23][CH:22]=[CH:21][C:20]=1[C:25]1[S:26][C:27]2[C:32]([N:33]=1)=[CH:31][CH:30]=[CH:29][N:28]=2)=[O:17].[CH3:34][O:35][CH2:36][CH2:37][N:38]1[CH2:43][CH2:42][NH:41][CH2:40][CH2:39]1.O. (5) Given the product [Br:1][C:2]1[CH:7]=[CH:6][CH:5]=[CH:4][C:3]=1[O:8][CH2:10][O:11][CH3:12], predict the reactants needed to synthesize it. The reactants are: [Br:1][C:2]1[CH:7]=[CH:6][CH:5]=[CH:4][C:3]=1[OH:8].Cl[CH2:10][O:11][CH3:12].C(=O)([O-])[O-].[Na+].[Na+].